Dataset: Full USPTO retrosynthesis dataset with 1.9M reactions from patents (1976-2016). Task: Predict the reactants needed to synthesize the given product. The reactants are: [C@]12(C)C(C)(C)C(CC1)CC2C([O:12][C@H:13]([C:18]1[CH:23]=[C:22]([O:24][CH3:25])[C:21]([I:26])=[CH:20][C:19]=1[N+:27]([O-:29])=[O:28])[C:14]([CH3:17])([CH3:16])[CH3:15])=O.C([O-])([O-])=O.[K+].[K+]. Given the product [I:26][C:21]1[C:22]([O:24][CH3:25])=[CH:23][C:18]([C@@H:13]([OH:12])[C:14]([CH3:17])([CH3:16])[CH3:15])=[C:19]([N+:27]([O-:29])=[O:28])[CH:20]=1, predict the reactants needed to synthesize it.